From a dataset of Forward reaction prediction with 1.9M reactions from USPTO patents (1976-2016). Predict the product of the given reaction. (1) Given the reactants [CH2:1]([O:8][C:9]1[CH:10]=[CH:11][C:12]([O:21][CH3:22])=[C:13]([N:15]([CH2:19][CH3:20])[C:16](=O)[CH3:17])[CH:14]=1)[C:2]1[CH:7]=[CH:6][CH:5]=[CH:4][CH:3]=1.CO, predict the reaction product. The product is: [CH2:1]([O:8][C:9]1[CH:10]=[CH:11][C:12]([O:21][CH3:22])=[C:13]([CH:14]=1)[N:15]([CH2:16][CH3:17])[CH2:19][CH3:20])[C:2]1[CH:3]=[CH:4][CH:5]=[CH:6][CH:7]=1. (2) Given the reactants [CH2:1]([O:3][C:4](=[O:22])[CH2:5][C:6]1[CH:11]=[CH:10][C:9]([NH:12][C:13]([C:15]2[CH:19]=[C:18](Br)[O:17][C:16]=2[CH3:21])=[O:14])=[CH:8][CH:7]=1)[CH3:2].CC1(C)C(C)(C)OB([C:31]2[CH:36]=[CH:35][C:34]([OH:37])=[CH:33][CH:32]=2)O1.C(=O)([O-])[O-].[Cs+].[Cs+], predict the reaction product. The product is: [CH2:1]([O:3][C:4](=[O:22])[CH2:5][C:6]1[CH:11]=[CH:10][C:9]([NH:12][C:13]([C:15]2[CH:19]=[C:18]([C:31]3[CH:36]=[CH:35][C:34]([OH:37])=[CH:33][CH:32]=3)[O:17][C:16]=2[CH3:21])=[O:14])=[CH:8][CH:7]=1)[CH3:2]. (3) Given the reactants [ClH:1].[CH3:2][C:3]1([C:16]([O:18][CH3:19])=[O:17])[CH2:8][CH2:7][N:6](C(OC(C)(C)C)=O)[CH2:5][CH2:4]1, predict the reaction product. The product is: [ClH:1].[CH3:2][C:3]1([C:16]([O:18][CH3:19])=[O:17])[CH2:8][CH2:7][NH:6][CH2:5][CH2:4]1. (4) Given the reactants [CH2:1]([O:3][C:4]([N:6]=[C:7]=[S:8])=[O:5])[CH3:2].[Br:9][C:10]1[N:11]=[CH:12][C:13]([NH2:16])=[N:14][CH:15]=1, predict the reaction product. The product is: [Br:9][C:10]1[N:11]=[CH:12][C:13]([NH:16][C:7]([NH:6][C:4](=[O:5])[O:3][CH2:1][CH3:2])=[S:8])=[N:14][CH:15]=1. (5) Given the reactants C([O:8][CH2:9][C:10]1[O:11][C:12]([C:23]2[CH:28]=[CH:27][C:26]([O:29][CH3:30])=[CH:25][CH:24]=2)=[C:13]([C:15]2[CH:20]=[CH:19][C:18]([O:21][CH3:22])=[CH:17][CH:16]=2)[N:14]=1)C1C=CC=CC=1, predict the reaction product. The product is: [CH3:22][O:21][C:18]1[CH:17]=[CH:16][C:15]([C:13]2[N:14]=[C:10]([CH2:9][OH:8])[O:11][C:12]=2[C:23]2[CH:28]=[CH:27][C:26]([O:29][CH3:30])=[CH:25][CH:24]=2)=[CH:20][CH:19]=1.